Dataset: Catalyst prediction with 721,799 reactions and 888 catalyst types from USPTO. Task: Predict which catalyst facilitates the given reaction. (1) Reactant: [CH3:1][O:2][C:3]1[C:8]([N+:9]([O-])=O)=[CH:7][CH:6]=[CH:5][C:4]=1[CH2:12][CH2:13][CH2:14][C:15]([O:17][CH2:18][CH3:19])=[O:16]. Product: [NH2:9][C:8]1[C:3]([O:2][CH3:1])=[C:4]([CH2:12][CH2:13][CH2:14][C:15]([O:17][CH2:18][CH3:19])=[O:16])[CH:5]=[CH:6][CH:7]=1. The catalyst class is: 171. (2) Reactant: [C:1]([O:5][C:6]([N:8]1[CH2:12][C@H:11]([Si:13]([C:26]([CH3:29])([CH3:28])[CH3:27])([C:20]2[CH:25]=[CH:24][CH:23]=[CH:22][CH:21]=2)[C:14]2[CH:19]=[CH:18][CH:17]=[CH:16][CH:15]=2)[CH2:10][C@:9]1([OH:32])[CH2:30][OH:31])=[O:7])([CH3:4])([CH3:3])[CH3:2].Cl.[CH3:34]NOC.C[Mg+].[Br-]. Product: [C:1]([O:5][C:6]([N:8]1[CH2:12][C@H:11]([Si:13]([C:26]([CH3:29])([CH3:28])[CH3:27])([C:20]2[CH:25]=[CH:24][CH:23]=[CH:22][CH:21]=2)[C:14]2[CH:15]=[CH:16][CH:17]=[CH:18][CH:19]=2)[CH2:10][C@:9]1([OH:32])[C:30](=[O:31])[CH3:34])=[O:7])([CH3:4])([CH3:2])[CH3:3]. The catalyst class is: 1. (3) Reactant: [NH2:1][C:2]1[C:7]([C:8]([OH:10])=O)=[C:6]([Cl:11])[N:5]=[CH:4][N:3]=1.O=S(Cl)Cl.[CH3:16][NH2:17].C1COCC1. Product: [NH2:1][C:2]1[C:7]([C:8]([NH:17][CH3:16])=[O:10])=[C:6]([Cl:11])[N:5]=[CH:4][N:3]=1. The catalyst class is: 2. (4) Reactant: C([O:3][C:4]([C:6]1[S:7][CH:8]=[C:9]([CH:11]2[CH2:13][CH2:12]2)[N:10]=1)=O)C.[OH-].[Na+].[Cl-:16]. Product: [CH:11]1([C:9]2[N:10]=[C:6]([C:4]([Cl:16])=[O:3])[S:7][CH:8]=2)[CH2:13][CH2:12]1. The catalyst class is: 232. (5) The catalyst class is: 6. Reactant: [Na:1].[CH2:2]1[O:4][CH2:3]1.[C:5]([OH:10])(=[O:9])[C:6]([CH3:8])=[CH2:7].[CH2:11]=[CH:12][C:13]1[CH:18]=[CH:17][CH:16]=[CH:15][CH:14]=1.[C:19]([OH:24])(=[O:23])[C:20]([CH3:22])=[CH2:21].[C:25]([O:29][CH2:30][CH2:31][CH2:32][CH3:33])(=[O:28])[CH:26]=[CH2:27].C(OCCCC)(=O)CS.S(OOS([O-])(=O)=O)([O-])(=O)=O.[NH4+].[NH4+]. Product: [CH:11]([CH2:7][C:6](=[CH2:8])[C:5]([OH:10])=[O:9])=[CH:12][C:13]1[CH:18]=[CH:17][CH:16]=[CH:15][CH:14]=1.[C:25]([O:29][CH2:30][CH2:31][CH2:32][CH3:33])(=[O:28])[CH:26]=[CH2:27].[Na:1].[CH2:3]1[O:4][CH2:2]1.[C:19]([OH:24])(=[O:23])[C:20]([CH3:22])=[CH2:21]. (6) Reactant: Br[C:2]1[CH:3]=[CH:4][C:5]2[N:22]3[C:17]([CH:18]=[C:19](Br)[CH:20]=[CH:21]3)=[C:16]3[C:7](=[C:8]4[B:13]([C:14]5[CH:27]=[CH:26][C:25]([C:28]6[CH:33]=[CH:32][CH:31]=[CH:30][CH:29]=6)=[CH:24][C:15]=53)[CH:12]=[CH:11][C:10]([C:34]3[CH:39]=[CH:38][CH:37]=[CH:36][CH:35]=3)=[CH:9]4)[C:6]=2[CH:40]=1.[C:41]1(B(O)O)[CH:46]=[CH:45][CH:44]=[CH:43][CH:42]=1.P([O-])([O-])([O-])=O.[K+].[K+].[K+].CC(C)([O-])C.[Na+].[C:64]1(C)[CH:69]=[CH:68][CH:67]=[CH:66][CH:65]=1. Product: [C:41]1([C:2]2[CH:3]=[CH:4][C:5]3[N:22]4[C:17]([CH:18]=[C:19]([C:64]5[CH:69]=[CH:68][CH:67]=[CH:66][CH:65]=5)[CH:20]=[CH:21]4)=[C:16]4[C:7](=[C:8]5[B:13]([C:14]6[CH:27]=[CH:26][C:25]([C:28]7[CH:29]=[CH:30][CH:31]=[CH:32][CH:33]=7)=[CH:24][C:15]=64)[CH:12]=[CH:11][C:10]([C:34]4[CH:35]=[CH:36][CH:37]=[CH:38][CH:39]=4)=[CH:9]5)[C:6]=3[CH:40]=2)[CH:46]=[CH:45][CH:44]=[CH:43][CH:42]=1. The catalyst class is: 6. (7) Reactant: [N:1]1([CH2:7][CH2:8]O)[CH2:6][CH2:5][CH2:4][CH2:3][CH2:2]1.C(N(CC)CC)C.CS(Cl)(=O)=O.[Na+].[I-].C(N(C(C)C)CC)(C)C.[CH:33]12[CH2:42][CH:37]3[CH2:38][CH:39]([CH2:41][CH:35]([CH2:36]3)[CH:34]1[NH:43][C:44](=[O:50])[C@H:45]1[CH2:49][CH2:48][CH2:47][NH:46]1)[CH2:40]2. Product: [CH:33]12[CH2:40][CH:39]3[CH2:38][CH:37]([CH2:36][CH:35]([CH2:41]3)[CH:34]1[NH:43][C:44](=[O:50])[C@H:45]1[CH2:49][CH2:48][CH2:47][N:46]1[CH2:8][CH2:7][N:1]1[CH2:2][CH2:3][CH2:4][CH2:5][CH2:6]1)[CH2:42]2. The catalyst class is: 142. (8) Reactant: [Cl:1][C:2]1[N:10]=[C:9]2[C:5]([N:6]=[CH:7][N:8]2[CH:11]2[CH2:15][CH2:14][CH2:13][CH2:12]2)=[C:4]([NH:16][C:17]2[CH:22]=[CH:21][CH:20]=[CH:19][CH:18]=2)[N:3]=1.[OH2:23]. Product: [ClH:1].[CH:11]1([N:8]2[CH:7]=[N:6][C:5]3[C:9]2=[N:10][C:2]([NH:16][C@H:17]2[CH2:22][CH2:21][C@H:20]([OH:23])[CH2:19][CH2:18]2)=[N:3][C:4]=3[NH:16][C:17]2[CH:22]=[CH:21][CH:20]=[CH:19][CH:18]=2)[CH2:15][CH2:14][CH2:13][CH2:12]1. The catalyst class is: 13.